From a dataset of Reaction yield outcomes from USPTO patents with 853,638 reactions. Predict the reaction yield, written as a fraction of the theoretical maximum amount of product (1.0 means a 100% yield; for example, 0.34 means a 34% yield). The reactants are F[C:2]1[CH:10]=[CH:9][CH:8]=[C:7]2[C:3]=1[C:4](=[O:19])[N:5]([CH2:12][CH:13]1[CH2:18][CH2:17][O:16][CH2:15][CH2:14]1)[C:6]2=[O:11].[CH3:20][O:21][C:22]1[CH:37]=[CH:36][CH:35]=[CH:34][C:23]=1[CH2:24][NH:25][C:26]([C@@H:28]1[CH2:33][CH2:32][CH2:31][NH:30][CH2:29]1)=[O:27].C(=O)([O-])[O-].[Cs+].[Cs+]. The catalyst is CS(C)=O.C(Cl)(Cl)Cl. The product is [CH3:20][O:21][C:22]1[CH:37]=[CH:36][CH:35]=[CH:34][C:23]=1[CH2:24][NH:25][C:26]([C@@H:28]1[CH2:33][CH2:32][CH2:31][N:30]([C:2]2[CH:10]=[CH:9][CH:8]=[C:7]3[C:3]=2[C:4](=[O:19])[N:5]([CH2:12][CH:13]2[CH2:18][CH2:17][O:16][CH2:15][CH2:14]2)[C:6]3=[O:11])[CH2:29]1)=[O:27]. The yield is 0.720.